The task is: Predict the reaction yield, written as a fraction of the theoretical maximum amount of product (1.0 means a 100% yield; for example, 0.34 means a 34% yield).. This data is from Reaction yield outcomes from USPTO patents with 853,638 reactions. The product is [F:1][C:2]([F:29])([C:15]1[CH:16]=[C:17]2[C:22]([C:21]([CH3:26])([CH3:25])[CH2:20][CH2:19][C:18]2([CH3:27])[CH3:28])=[CH:23][CH:24]=1)[C:3]([NH:5][C:6]1[CH:7]=[CH:8][C:9]([C:10]([NH:31][OH:32])=[O:11])=[CH:13][CH:14]=1)=[O:33]. The catalyst is O=S(Cl)Cl.CN(C=O)C.C1COCC1. The yield is 0.334. The reactants are [F:1][C:2]([F:29])([C:15]1[CH:16]=[C:17]2[C:22](=[CH:23][CH:24]=1)[C:21]([CH3:26])([CH3:25])[CH2:20][CH2:19][C:18]2([CH3:28])[CH3:27])[C:3]([NH:5][C:6]1[CH:14]=[CH:13][C:9]([C:10](O)=[O:11])=[CH:8][CH:7]=1)=O.Cl.[NH2:31][OH:32].[OH2:33].CCN(CC)CC.